Dataset: Catalyst prediction with 721,799 reactions and 888 catalyst types from USPTO. Task: Predict which catalyst facilitates the given reaction. (1) Reactant: O/[CH:2]=[CH:3]/[C:4](=[O:12])[CH2:5][C:6]1[CH:11]=[CH:10][CH:9]=[CH:8][CH:7]=1.Cl.[CH3:14][NH:15][CH3:16].C([O-])([O-])=O.[K+].[K+]. Product: [CH3:14][N:15]([CH3:16])/[CH:2]=[CH:3]/[C:4](=[O:12])[CH2:5][C:6]1[CH:11]=[CH:10][CH:9]=[CH:8][CH:7]=1. The catalyst class is: 1. (2) Reactant: [Cl:1][C:2]1[CH:3]=[C:4]([CH:7]=[C:8]([O:10][C:11]2[C:16](=[O:17])[N:15]([CH2:18][C:19]3[CH:24]=[C:23]([C:25]([O:27]CC)=[CH2:26])[C:22](=[O:30])[N:21]([CH2:31][C:32]4[CH:37]=[CH:36][C:35]([O:38][CH3:39])=[CH:34][CH:33]=4)[N:20]=3)[CH:14]=[N:13][C:12]=2[C:40]([F:43])([F:42])[F:41])[CH:9]=1)[C:5]#[N:6].Cl.O1CCOCC1. Product: [C:25]([C:23]1[C:22](=[O:30])[N:21]([CH2:31][C:32]2[CH:37]=[CH:36][C:35]([O:38][CH3:39])=[CH:34][CH:33]=2)[N:20]=[C:19]([CH2:18][N:15]2[C:16](=[O:17])[C:11]([O:10][C:8]3[CH:7]=[C:4]([CH:3]=[C:2]([Cl:1])[CH:9]=3)[C:5]#[N:6])=[C:12]([C:40]([F:41])([F:43])[F:42])[N:13]=[CH:14]2)[CH:24]=1)(=[O:27])[CH3:26]. The catalyst class is: 38. (3) Reactant: [OH:1][CH2:2][C:3]1[CH:11]=[CH:10][C:6]([C:7]([OH:9])=O)=[CH:5][CH:4]=1.[O:12]1[CH2:17][CH2:16][CH2:15][CH2:14][CH:13]1[O:18][NH2:19]. Product: [OH:1][CH2:2][C:3]1[CH:4]=[CH:5][C:6]([C:7]([NH:19][O:18][CH:13]2[CH2:14][CH2:15][CH2:16][CH2:17][O:12]2)=[O:9])=[CH:10][CH:11]=1. The catalyst class is: 4.